This data is from Full USPTO retrosynthesis dataset with 1.9M reactions from patents (1976-2016). The task is: Predict the reactants needed to synthesize the given product. (1) The reactants are: [Br:1][C:2]1[CH:3]=[C:4]([CH2:9][NH2:10])[CH:5]=[CH:6][C:7]=1[F:8].[CH3:11][C:12]([O:15][C:16]([N:18]1[CH2:23][CH2:22][CH:21]([CH2:24][C:25]2[CH:26]=[C:27]([CH:31]=[CH:32][CH:33]=2)[C:28](O)=[O:29])[CH2:20][CH2:19]1)=[O:17])([CH3:14])[CH3:13].CN(C(ON1N=NC2C=CC=NC1=2)=[N+](C)C)C.F[P-](F)(F)(F)(F)F.C(N(C(C)C)CC)(C)C. Given the product [Br:1][C:2]1[CH:3]=[C:4]([CH2:9][NH:10][C:28]([C:27]2[CH:26]=[C:25]([CH2:24][CH:21]3[CH2:22][CH2:23][N:18]([C:16]([O:15][C:12]([CH3:14])([CH3:13])[CH3:11])=[O:17])[CH2:19][CH2:20]3)[CH:33]=[CH:32][CH:31]=2)=[O:29])[CH:5]=[CH:6][C:7]=1[F:8], predict the reactants needed to synthesize it. (2) Given the product [ClH:24].[NH2:7][CH2:8][CH2:9][CH2:10][CH:11]([C:12]1[S:13][CH:14]=[CH:15][N:16]=1)[O:17][C:18]1[CH:23]=[C:22]([Cl:24])[CH:21]=[CH:20][C:19]=1[C:25]#[N:26], predict the reactants needed to synthesize it. The reactants are: CC(OC(=O)[NH:7][CH2:8][CH2:9][CH2:10][CH:11]([O:17][C:18]1[CH:23]=[C:22]([Cl:24])[CH:21]=[CH:20][C:19]=1[C:25]#[N:26])[C:12]1[S:13][CH:14]=[CH:15][N:16]=1)(C)C.